Dataset: Full USPTO retrosynthesis dataset with 1.9M reactions from patents (1976-2016). Task: Predict the reactants needed to synthesize the given product. (1) Given the product [OH:21][CH2:1][C:2]1[C:7]([CH3:8])=[C:6]([O:9][CH2:10][C:11]([F:17])([F:16])[C:12]([F:15])([F:14])[F:13])[CH:5]=[CH:4][N:3]=1, predict the reactants needed to synthesize it. The reactants are: [CH3:1][C:2]1[C:7]([CH3:8])=[C:6]([O:9][CH2:10][C:11]([F:17])([F:16])[C:12]([F:15])([F:14])[F:13])[CH:5]=[CH:4][N+:3]=1[O-].C(OC(=O)C)(=[O:21])C. (2) Given the product [F:43][C:37]1[CH:38]=[CH:39][CH:40]=[C:41]([F:42])[C:36]=1[S:33]([NH:32][C:28]1[C:27]([F:44])=[C:26]([C:9]2[N:10]=[C:11]([CH:13]3[CH2:18][CH2:17][N:16]([C:19]([O:21][C:22]([CH3:25])([CH3:24])[CH3:23])=[O:20])[CH2:15][CH2:14]3)[S:12][C:8]=2[C:6]2[CH:5]=[CH:4][N:3]=[C:2]([CH3:45])[N:7]=2)[CH:31]=[CH:30][CH:29]=1)(=[O:35])=[O:34], predict the reactants needed to synthesize it. The reactants are: Cl[C:2]1[N:7]=[C:6]([C:8]2[S:12][C:11]([CH:13]3[CH2:18][CH2:17][N:16]([C:19]([O:21][C:22]([CH3:25])([CH3:24])[CH3:23])=[O:20])[CH2:15][CH2:14]3)=[N:10][C:9]=2[C:26]2[CH:31]=[CH:30][CH:29]=[C:28]([NH:32][S:33]([C:36]3[C:41]([F:42])=[CH:40][CH:39]=[CH:38][C:37]=3[F:43])(=[O:35])=[O:34])[C:27]=2[F:44])[CH:5]=[CH:4][N:3]=1.[CH3:45][Zn]C. (3) Given the product [C:33]([C:35]1[CH:40]=[CH:39][C:38]([C:2]2[CH:7]=[CH:6][N:5]([CH:8]([CH2:25][C:26]3[CH:31]=[CH:30][CH:29]=[CH:28][CH:27]=3)[C:9]([NH:11][C:12]3[CH:24]=[CH:23][C:15]([C:16]([O:18][C:19]([CH3:20])([CH3:21])[CH3:22])=[O:17])=[CH:14][CH:13]=3)=[O:10])[C:4](=[O:32])[CH:3]=2)=[CH:37][CH:36]=1)#[N:34], predict the reactants needed to synthesize it. The reactants are: Br[C:2]1[CH:7]=[CH:6][N:5]([CH:8]([CH2:25][C:26]2[CH:31]=[CH:30][CH:29]=[CH:28][CH:27]=2)[C:9]([NH:11][C:12]2[CH:24]=[CH:23][C:15]([C:16]([O:18][C:19]([CH3:22])([CH3:21])[CH3:20])=[O:17])=[CH:14][CH:13]=2)=[O:10])[C:4](=[O:32])[CH:3]=1.[C:33]([C:35]1[CH:40]=[CH:39][C:38](B(O)O)=[CH:37][CH:36]=1)#[N:34].ClC1C=CC([N+]([O-])=O)=C(B(O)O)C=1.